Dataset: Forward reaction prediction with 1.9M reactions from USPTO patents (1976-2016). Task: Predict the product of the given reaction. (1) Given the reactants ClC1[C:3]([C:8]2[CH:19]=[CH:18][C:11]3[C:12](O)=[N:13][S:14](=[O:16])(=[O:15])[C:10]=3[CH:9]=2)=[N:4][CH:5]=[CH:6][CH:7]=1.[F:20][C:21]([F:33])([F:32])[S:22]([C:25]1[CH:30]=[CH:29][C:28]([NH2:31])=[CH:27][CH:26]=1)(=[O:24])=[O:23].C(C1C=CC([NH2:42])=CC=1)(C)(C)C, predict the reaction product. The product is: [N:42]1[CH:7]=[CH:6][CH:5]=[N:4][C:3]=1[C:8]1[CH:19]=[CH:18][C:11]2[C:12]([NH:31][C:28]3[CH:27]=[CH:26][C:25]([S:22]([C:21]([F:32])([F:20])[F:33])(=[O:23])=[O:24])=[CH:30][CH:29]=3)=[N:13][S:14](=[O:15])(=[O:16])[C:10]=2[CH:9]=1. (2) Given the reactants O[C:2]1[C:3]2[N:11]=[CH:10][CH:9]=[C:8]([C:12]([NH2:14])=[O:13])[C:4]=2[N:5]=[CH:6][N:7]=1.Cl.[NH2:16][C@@H:17]([C:33]1[CH:38]=[CH:37][C:36]([C:39]([F:42])([F:41])[F:40])=[C:35]([F:43])[CH:34]=1)[CH2:18][N:19]([CH3:32])S(C1C=CC([N+]([O-])=O)=CC=1)(=O)=O, predict the reaction product. The product is: [F:43][C:35]1[CH:34]=[C:33]([C@H:17]([NH:16][C:2]2[C:3]3[N:11]=[CH:10][CH:9]=[C:8]([C:12]([NH2:14])=[O:13])[C:4]=3[N:5]=[CH:6][N:7]=2)[CH2:18][NH:19][CH3:32])[CH:38]=[CH:37][C:36]=1[C:39]([F:42])([F:41])[F:40]. (3) The product is: [I:18][C:19]1[CH:24]=[CH:23][C:22]([C:2]#[C:1][C:3]2[CH:4]=[C:5]([C:9]3[N:13]([CH3:14])[N:12]=[C:11]([CH2:15][CH2:16][CH3:17])[N:10]=3)[CH:6]=[CH:7][CH:8]=2)=[CH:21][CH:20]=1. Given the reactants [C:1]([C:3]1[CH:4]=[C:5]([C:9]2[N:13]([CH3:14])[N:12]=[C:11]([CH2:15][CH2:16][CH3:17])[N:10]=2)[CH:6]=[CH:7][CH:8]=1)#[CH:2].[I:18][C:19]1[CH:24]=[CH:23][C:22](I)=[CH:21][CH:20]=1.C(Cl)Cl, predict the reaction product. (4) Given the reactants [CH2:1]([NH:4][C:5]([C:7]1[CH:8]=[C:9]([C:19]([OH:21])=O)[CH:10]=[C:11]([C:13]2[CH:18]=[CH:17][CH:16]=[CH:15][CH:14]=2)[CH:12]=1)=[O:6])[CH2:2][CH3:3].C(Cl)(=O)C(Cl)=O.C(N(CC)CC)C.C[Si]([CH:39]=[N+:40]=[N-:41])(C)C, predict the reaction product. The product is: [CH2:1]([NH:4][C:5]([C:7]1[CH:12]=[C:11]([C:13]2[CH:14]=[CH:15][CH:16]=[CH:17][CH:18]=2)[CH:10]=[C:9]([C:19](=[O:21])[CH:39]=[N+:40]=[N-:41])[CH:8]=1)=[O:6])[CH2:2][CH3:3]. (5) Given the reactants [CH2:1]([O:8][C:9]([N:11]1[CH2:16][CH2:15][N:14]([C:17]2[CH:22]=[CH:21][CH:20]=[C:19]([C:23]3[CH:24]=[N:25][NH:26][C:27]=3[NH2:28])[CH:18]=2)[CH2:13][CH2:12]1)=[O:10])[C:2]1[CH:7]=[CH:6][CH:5]=[CH:4][CH:3]=1.[CH2:29]([O:33][C:34](=[O:49])[NH:35][C:36]1[CH:41]=[CH:40][C:39](/[C:42](/[C:47]#N)=[CH:43]/[N:44](C)C)=[CH:38][CH:37]=1)[CH:30]([CH3:32])[CH3:31].C(=O)([O-])[O-].[Na+].[Na+], predict the reaction product. The product is: [CH2:1]([O:8][C:9]([N:11]1[CH2:16][CH2:15][N:14]([C:17]2[CH:22]=[CH:21][CH:20]=[C:19]([C:23]3[CH:24]=[N:25][N:26]4[C:43]([NH2:44])=[C:42]([C:39]5[CH:40]=[CH:41][C:36]([NH:35][C:34]([O:33][CH2:29][CH:30]([CH3:32])[CH3:31])=[O:49])=[CH:37][CH:38]=5)[CH:47]=[N:28][C:27]=34)[CH:18]=2)[CH2:13][CH2:12]1)=[O:10])[C:2]1[CH:7]=[CH:6][CH:5]=[CH:4][CH:3]=1. (6) Given the reactants Cl.[NH:2]1[CH2:7][CH2:6][CH:5]([N:8]2[N:12]=[C:11]([CH2:13][O:14][C:15]3[CH:16]=[CH:17][C:18]([N:21]4[CH:25]=[N:24][N:23]=[N:22]4)=[N:19][CH:20]=3)[CH:10]=[N:9]2)[CH2:4][CH2:3]1.[CH2:26]([S:30](Cl)(=[O:32])=[O:31])[CH2:27][CH2:28][CH3:29], predict the reaction product. The product is: [CH2:26]([S:30]([N:2]1[CH2:3][CH2:4][CH:5]([N:8]2[N:12]=[C:11]([CH2:13][O:14][C:15]3[CH:16]=[CH:17][C:18]([N:21]4[CH:25]=[N:24][N:23]=[N:22]4)=[N:19][CH:20]=3)[CH:10]=[N:9]2)[CH2:6][CH2:7]1)(=[O:32])=[O:31])[CH2:27][CH2:28][CH3:29].